This data is from Peptide-MHC class II binding affinity with 134,281 pairs from IEDB. The task is: Regression. Given a peptide amino acid sequence and an MHC pseudo amino acid sequence, predict their binding affinity value. This is MHC class II binding data. The peptide sequence is AATAAAAAAVDRGDP. The MHC is HLA-DQA10102-DQB10602 with pseudo-sequence HLA-DQA10102-DQB10602. The binding affinity (normalized) is 0.348.